Task: Regression. Given a target protein amino acid sequence and a drug SMILES string, predict the binding affinity score between them. We predict KIBA score (integrated kinase binding score). Dataset: kiba.. Dataset: Kinase inhibitor bioactivity data combining Ki, Kd, and IC50 measurements (1) The target protein (P41743) has sequence MPTQRDSSTMSHTVAGGGSGDHSHQVRVKAYYRGDIMITHFEPSISFEGLCNEVRDMCSFDNEQLFTMKWIDEEGDPCTVSSQLELEEAFRLYELNKDSELLIHVFPCVPERPGMPCPGEDKSIYRRGARRWRKLYCANGHTFQAKRFNRRAHCAICTDRIWGLGRQGYKCINCKLLVHKKCHKLVTIECGRHSLPQEPVMPMDQSSMHSDHAQTVIPYNPSSHESLDQVGEEKEAMNTRESGKASSSLGLQDFDLLRVIGRGSYAKVLLVRLKKTDRIYAMKVVKKELVNDDEDIDWVQTEKHVFEQASNHPFLVGLHSCFQTESRLFFVIEYVNGGDLMFHMQRQRKLPEEHARFYSAEISLALNYLHERGIIYRDLKLDNVLLDSEGHIKLTDYGMCKEGLRPGDTTSTFCGTPNYIAPEILRGEDYGFSVDWWALGVLMFEMMAGRSPFDIVGSSDNPDQNTEDYLFQVILEKQIRIPRSLSVKAASVLKSFLNKD.... The KIBA score is 10.7. The compound is Clc1ccc2[nH]c3cnccc3c2c1. (2) The drug is O=C(NCc1ccccc1)c1cccc(-c2cnc3[nH]ccc3c2)c1. The KIBA score is 11.2. The target protein (P49760) has sequence MPHPRRYHSSERGSRGSYREHYRSRKHKRRRSRSWSSSSDRTRRRRREDSYHVRSRSSYDDRSSDRRVYDRRYCGSYRRNDYSRDRGDAYYDTDYRHSYEYQRENSSYRSQRSSRRKHRRRRRRSRTFSRSSSQHSSRRAKSVEDDAEGHLIYHVGDWLQERYEIVSTLGEGTFGRVVQCVDHRRGGARVALKIIKNVEKYKEAARLEINVLEKINEKDPDNKNLCVQMFDWFDYHGHMCISFELLGLSTFDFLKDNNYLPYPIHQVRHMAFQLCQAVKFLHDNKLTHTDLKPENILFVNSDYELTYNLEKKRDERSVKSTAVRVVDFGSATFDHEHHSTIVSTRHYRAPEVILELGWSQPCDVWSIGCIIFEYYVGFTLFQTHDNREHLAMMERILGPIPSRMIRKTRKQKYFYRGRLDWDENTSAGRYVRENCKPLRRYLTSEAEEHHQLFDLIESMLEYEPAKRLTLGEALQHPFFARLRAEPPNKLWDSSRDISR. (3) The small molecule is COc1ccc(-c2ccc(NC(=O)Nc3cccc(Br)c3)cc2)c2c(N)noc12. The target protein (Q86V86) has sequence MLLSKFGSLAHLCGPGGVDHLPVKILQPAKADKESFEKAYQVGAVLGSGGFGTVYAGSRIADGLPVAVKHVVKERVTEWGSLGGATVPLEVVLLRKVGAAGGARGVIRLLDWFERPDGFLLVLERPEPAQDLFDFITERGALDEPLARRFFAQVLAAVRHCHSCGVVHRDIKDENLLVDLRSGELKLIDFGSGALLKDTVYTDFDGTRVYSPPEWIRYHRYHGRSATVWSLGVLLYDMVCGDIPFEQDEEILRGRLLFRRRVSPECQQLIRWCLSLRPSERPSLDQIAAHPWMLGADGGVPESCDLRLCTLDPDDVASTTSSSESL. The KIBA score is 11.2. (4) The compound is O=c1nc2sc3c(c2c2nc(-c4ccccc4)[nH]n12)CCCC3. The target protein (P30530) has sequence MAWRCPRMGRVPLAWCLALCGWACMAPRGTQAEESPFVGNPGNITGARGLTGTLRCQLQVQGEPPEVHWLRDGQILELADSTQTQVPLGEDEQDDWIVVSQLRITSLQLSDTGQYQCLVFLGHQTFVSQPGYVGLEGLPYFLEEPEDRTVAANTPFNLSCQAQGPPEPVDLLWLQDAVPLATAPGHGPQRSLHVPGLNKTSSFSCEAHNAKGVTTSRTATITVLPQQPRNLHLVSRQPTELEVAWTPGLSGIYPLTHCTLQAVLSNDGMGIQAGEPDPPEEPLTSQASVPPHQLRLGSLHPHTPYHIRVACTSSQGPSSWTHWLPVETPEGVPLGPPENISATRNGSQAFVHWQEPRAPLQGTLLGYRLAYQGQDTPEVLMDIGLRQEVTLELQGDGSVSNLTVCVAAYTAAGDGPWSLPVPLEAWRPGQAQPVHQLVKEPSTPAFSWPWWYVLLGAVVAAACVLILALFLVHRRKKETRYGEVFEPTVERGELVVRYRV.... The KIBA score is 11.8.